Dataset: Peptide-MHC class I binding affinity with 185,985 pairs from IEDB/IMGT. Task: Regression. Given a peptide amino acid sequence and an MHC pseudo amino acid sequence, predict their binding affinity value. This is MHC class I binding data. (1) The peptide sequence is SASLAALFY. The MHC is HLA-B35:01 with pseudo-sequence HLA-B35:01. The binding affinity (normalized) is 1.00. (2) The peptide sequence is QENEIYTYF. The MHC is HLA-A68:02 with pseudo-sequence HLA-A68:02. The binding affinity (normalized) is 0.0847.